This data is from hERG potassium channel inhibition data for cardiac toxicity prediction from Karim et al.. The task is: Regression/Classification. Given a drug SMILES string, predict its toxicity properties. Task type varies by dataset: regression for continuous values (e.g., LD50, hERG inhibition percentage) or binary classification for toxic/non-toxic outcomes (e.g., AMES mutagenicity, cardiotoxicity, hepatotoxicity). Dataset: herg_karim. The drug is Nc1ccc(-c2cccc(F)c2)cc1NC(=O)c1ccc(CN2CCC3(CCCN3)CC2)cc1. The result is 1 (blocker).